This data is from Forward reaction prediction with 1.9M reactions from USPTO patents (1976-2016). The task is: Predict the product of the given reaction. (1) Given the reactants [CH3:1][O:2][C:3]1[C:23]([O:24][CH3:25])=[CH:22][C:6]2[C:7]([OH:21])=[CH:8][C:9]3[C:10]([CH3:20])([CH3:19])[C:11]4[CH:12]=[C:13](Br)[CH:14]=[CH:15][C:16]=4[C:17]=3[C:5]=2[CH:4]=1.[CH3:26][O:27][C:28]1[CH:33]=[CH:32][CH:31]=[CH:30][C:29]=1B(O)O.C(=O)([O-])[O-].[Na+].[Na+].COC, predict the reaction product. The product is: [CH3:1][O:2][C:3]1[C:23]([O:24][CH3:25])=[CH:22][C:6]2[C:7]([OH:21])=[CH:8][C:9]3[C:10]([CH3:20])([CH3:19])[C:11]4[CH:12]=[C:13]([C:29]5[CH:30]=[CH:31][CH:32]=[CH:33][C:28]=5[O:27][CH3:26])[CH:14]=[CH:15][C:16]=4[C:17]=3[C:5]=2[CH:4]=1. (2) Given the reactants [C:1]1([C:14]2[CH:19]=[CH:18][CH:17]=[CH:16][CH:15]=2)[CH:6]=[CH:5][CH:4]=[CH:3][C:2]=1[CH2:7][CH:8]([CH2:12][CH3:13])[C:9](O)=[O:10].S(Cl)([Cl:22])=O, predict the reaction product. The product is: [C:1]1([C:14]2[CH:19]=[CH:18][CH:17]=[CH:16][CH:15]=2)[CH:6]=[CH:5][CH:4]=[CH:3][C:2]=1[CH2:7][CH:8]([CH2:12][CH3:13])[C:9]([Cl:22])=[O:10]. (3) The product is: [C:1]12([C:11]3[C:19]4[O:18][CH:17]=[N:16][C:15]=4[CH:14]=[C:13]([C:20]4[N:21]=[CH:22][C:23]([CH:26]=[O:27])=[CH:24][CH:25]=4)[CH:12]=3)[CH2:10][CH:5]3[CH2:4][CH:3]([CH2:9][CH:7]([CH2:6]3)[CH2:8]1)[CH2:2]2. Given the reactants [C:1]12([C:11]3[C:19]4[O:18][CH:17]=[N:16][C:15]=4[CH:14]=[C:13]([C:20]4[CH:25]=[CH:24][C:23]([CH:26]5OCC[O:27]5)=[CH:22][N:21]=4)[CH:12]=3)[CH2:10][CH:5]3[CH2:6][CH:7]([CH2:9][CH:3]([CH2:4]3)[CH2:2]1)[CH2:8]2.C1(C)C=CC(S([O-])(=O)=O)=CC=1.[NH+]1C=CC=CC=1, predict the reaction product. (4) Given the reactants [CH3:1][C:2]1[CH:3]=[N:4][CH:5]=[CH:6][C:7]=1[CH3:8].[O:9]1[CH:13]=[CH:12][CH:11]=[C:10]1[C:14](OCC)=[O:15].C[Si](C)(C)[N-][Si](C)(C)C.[Li+].[Cl-].[NH4+], predict the reaction product. The product is: [O:9]1[CH:13]=[CH:12][CH:11]=[C:10]1[C:14](=[O:15])[CH2:8][C:7]1[CH:6]=[CH:5][N:4]=[CH:3][C:2]=1[CH3:1]. (5) Given the reactants [Br:1][C:2]1[C:10]2[N:9]=[C:8]([CH3:11])[NH:7][C:6]=2[CH:5]=[C:4]([N:12]2[CH2:17][CH2:16][O:15][CH2:14][CH2:13]2)[CH:3]=1.Br[CH2:19][C:20]1[CH:25]=[CH:24][CH:23]=[C:22]([CH3:26])[CH:21]=1.C(=O)([O-])[O-].[K+].[K+].O, predict the reaction product. The product is: [Br:1][C:2]1[C:10]2[N:9]=[C:8]([CH3:11])[N:7]([CH2:19][C:20]3[CH:25]=[CH:24][CH:23]=[C:22]([CH3:26])[CH:21]=3)[C:6]=2[CH:5]=[C:4]([N:12]2[CH2:17][CH2:16][O:15][CH2:14][CH2:13]2)[CH:3]=1. (6) The product is: [CH3:1][O:2][C:3](=[O:14])[CH2:4][O:5][C:6]1[CH:11]=[CH:10][C:9]([O:12][C:18]2[CH:19]=[C:20]([O:22][CH2:23][CH:24]([CH3:25])[CH3:26])[CH:21]=[C:16]([Br:15])[CH:17]=2)=[CH:8][C:7]=1[CH3:13]. Given the reactants [CH3:1][O:2][C:3](=[O:14])[CH2:4][O:5][C:6]1[CH:11]=[CH:10][C:9]([OH:12])=[CH:8][C:7]=1[CH3:13].[Br:15][C:16]1[CH:17]=[C:18](B(O)O)[CH:19]=[C:20]([O:22][CH2:23][CH:24]([CH3:26])[CH3:25])[CH:21]=1.C(N(CC)CC)C, predict the reaction product. (7) Given the reactants [Cl:1][C:2]1[C:3](F)=[C:4]([CH:8]=[CH:9][C:10]=1[F:11])[C:5]([OH:7])=[O:6].[CH3:13][C@H:14]1[O:19][C@@H:18]([CH3:20])[CH2:17][NH:16][CH2:15]1, predict the reaction product. The product is: [Cl:1][C:2]1[C:3]([N:16]2[CH2:15][C@H:14]([CH3:13])[O:19][C@H:18]([CH3:20])[CH2:17]2)=[C:4]([CH:8]=[CH:9][C:10]=1[F:11])[C:5]([OH:7])=[O:6]. (8) Given the reactants [N:1]1[C:6]2[NH:7][CH:8]=[CH:9][C:5]=2[C:4]([N:10]2[CH2:17][C:14]3([CH2:16][CH2:15]3)[N:13]([S:18]([NH2:21])(=[O:20])=[O:19])[CH2:12][CH2:11]2)=[N:3][CH:2]=1.C([O-])([O-])=O.[Cs+].[Cs+].[O:28](C(OC(C)(C)C)=O)[C:29]([O:31][C:32]([CH3:35])([CH3:34])[CH3:33])=O.O, predict the reaction product. The product is: [C:32]([O:31][C:29]([N:7]1[C:6]2[N:1]=[CH:2][N:3]=[C:4]([N:10]3[CH2:17][C:14]4([CH2:16][CH2:15]4)[N:13]([S:18](=[O:20])(=[O:19])[NH2:21])[CH2:12][CH2:11]3)[C:5]=2[CH:9]=[CH:8]1)=[O:28])([CH3:35])([CH3:34])[CH3:33].